From a dataset of Reaction yield outcomes from USPTO patents with 853,638 reactions. Predict the reaction yield, written as a fraction of the theoretical maximum amount of product (1.0 means a 100% yield; for example, 0.34 means a 34% yield). (1) The reactants are Cl[C:2]1[N:7]=[C:6]([NH:8][C:9]2[CH:14]=[CH:13][CH:12]=[CH:11][C:10]=2[S:15]([CH:18]([CH3:20])[CH3:19])(=[O:17])=[O:16])[C:5]([Cl:21])=[CH:4][N:3]=1.[CH3:22][P:23]([C:26]1[CH:32]=[CH:31][C:29]([NH2:30])=[C:28]([O:33][C:34]([F:37])([F:36])[F:35])[CH:27]=1)([CH3:25])=[O:24].[OH-].[Na+]. The catalyst is COCCO. The yield is 0.0900. The product is [Cl:21][C:5]1[C:6]([NH:8][C:9]2[CH:14]=[CH:13][CH:12]=[CH:11][C:10]=2[S:15]([CH:18]([CH3:20])[CH3:19])(=[O:17])=[O:16])=[N:7][C:2]([NH:30][C:29]2[CH:31]=[CH:32][C:26]([P:23]([CH3:25])([CH3:22])=[O:24])=[CH:27][C:28]=2[O:33][C:34]([F:37])([F:35])[F:36])=[N:3][CH:4]=1. (2) The product is [CH3:31][S:32]([O:21][CH2:20][C@H:17]1[CH2:16][CH2:15][C@H:14]([NH:13][C:5]2[C:4]([N+:1]([O-:3])=[O:2])=[CH:9][N:8]=[C:7]3[CH:10]=[CH:11][S:12][C:6]=23)[CH2:19][CH2:18]1)(=[O:34])=[O:33]. The reactants are [N+:1]([C:4]1[C:5]([NH:13][C@H:14]2[CH2:19][CH2:18][C@H:17]([CH2:20][OH:21])[CH2:16][CH2:15]2)=[C:6]2[S:12][CH:11]=[CH:10][C:7]2=[N:8][CH:9]=1)([O-:3])=[O:2].C(N(CC)C(C)C)(C)C.[CH3:31][S:32](Cl)(=[O:34])=[O:33]. The yield is 0.610. The catalyst is C(Cl)Cl.O. (3) The reactants are [NH2:1][C:2]1[CH:7]=[CH:6][CH:5]=[CH:4][C:3]=1[NH:8][C:9](=[O:22])[C:10]1[CH:15]=[CH:14][C:13]([CH:16]2[CH2:21][CH2:20][NH:19][CH2:18][CH2:17]2)=[CH:12][CH:11]=1.[C:23](OC(=O)C)(=[O:25])[CH3:24]. The catalyst is CN(C)C(=O)C. The product is [C:23]([N:19]1[CH2:20][CH2:21][CH:16]([C:13]2[CH:14]=[CH:15][C:10]([C:9]([NH:8][C:3]3[CH:4]=[CH:5][CH:6]=[CH:7][C:2]=3[NH2:1])=[O:22])=[CH:11][CH:12]=2)[CH2:17][CH2:18]1)(=[O:25])[CH3:24]. The yield is 0.680. (4) The reactants are [I-].[Na+].[C:3]([C:7]1[CH:24]=[CH:23][CH:22]=[CH:21][C:8]=1[O:9][C:10]1[C:15]([N+:16]([O-:18])=[O:17])=[CH:14][CH:13]=[C:12]([O:19]C)[N:11]=1)([CH3:6])([CH3:5])[CH3:4].[Al].Cl[Si](C)(C)C.O. The catalyst is C(#N)C.N1C=CC=CC=1. The product is [C:3]([C:7]1[CH:24]=[CH:23][CH:22]=[CH:21][C:8]=1[O:9][C:10]1[N:11]=[C:12]([OH:19])[CH:13]=[CH:14][C:15]=1[N+:16]([O-:18])=[O:17])([CH3:6])([CH3:4])[CH3:5]. The yield is 0.580. (5) The reactants are CC(OI1(OC(C)=O)(OC(C)=O)OC(=O)C2C=CC=CC1=2)=O.[Br:23][C:24]1[CH:29]=[CH:28][CH:27]=[C:26]([CH:30]([OH:37])[CH2:31][CH2:32][CH2:33][CH2:34][CH2:35][CH3:36])[CH:25]=1. No catalyst specified. The product is [Br:23][C:24]1[CH:29]=[CH:28][CH:27]=[C:26]([C:30](=[O:37])[CH2:31][CH2:32][CH2:33][CH2:34][CH2:35][CH3:36])[CH:25]=1. The yield is 0.780. (6) The reactants are Cl[C:2]1[CH:19]=[C:18]([N:20]2[CH2:25][CH2:24][N:23]([C:26]3[CH:31]=[CH:30][CH:29]=[CH:28][C:27]=3[CH3:32])[CH2:22][CH2:21]2)[C:17]([N+:33]([O-:35])=[O:34])=[CH:16][C:3]=1[C:4]([NH:6][CH2:7][CH2:8][CH2:9][N:10]1[CH2:14][CH2:13][CH2:12][C:11]1=[O:15])=[O:5].[O-]P([O-])([O-])=O.[K+].[K+].[K+].[CH:44]1(B(O)O)[CH2:46][CH2:45]1.C1(P(C2CCCCC2)C2CCCCC2)CCCCC1. The catalyst is C1(C)C=CC=CC=1.O.C(OCC)(=O)C.ClCCl.C([O-])(=O)C.[Pd+2].C([O-])(=O)C.CO. The product is [CH:44]1([C:2]2[CH:19]=[C:18]([N:20]3[CH2:25][CH2:24][N:23]([C:26]4[CH:31]=[CH:30][CH:29]=[CH:28][C:27]=4[CH3:32])[CH2:22][CH2:21]3)[C:17]([N+:33]([O-:35])=[O:34])=[CH:16][C:3]=2[C:4]([NH:6][CH2:7][CH2:8][CH2:9][N:10]2[CH2:14][CH2:13][CH2:12][C:11]2=[O:15])=[O:5])[CH2:46][CH2:45]1. The yield is 0.796. (7) The reactants are [CH3:1][CH:2]([N:4]1[C:12](/[CH:13]=[CH:14]/[C@H:15]([OH:24])[CH2:16][C@H:17]([OH:23])[CH2:18][C:19]([O:21]C)=[O:20])=[C:11]([C:25]2[CH:30]=[CH:29][C:28]([F:31])=[CH:27][CH:26]=2)[C:10]2[C:5]1=[CH:6][CH:7]=[CH:8][CH:9]=2)[CH3:3].[OH-].[Na+:33].CC(O)C. The catalyst is O. The product is [CH3:3][CH:2]([N:4]1[C:12](/[CH:13]=[CH:14]/[CH:15]([OH:24])[CH2:16][CH:17]([OH:23])[CH2:18][C:19]([O-:21])=[O:20])=[C:11]([C:25]2[CH:26]=[CH:27][C:28]([F:31])=[CH:29][CH:30]=2)[C:10]2[CH:9]=[CH:8][CH:7]=[CH:6][C:5]1=2)[CH3:1].[Na+:33]. The yield is 0.226. (8) The reactants are [I:1][C:2]1[CH:22]=[CH:21][C:5]([O:6][CH2:7][CH2:8][CH2:9][CH2:10][CH2:11][CH2:12][CH2:13][CH2:14][CH2:15][CH2:16][C:17]([O:19]C)=[O:18])=[CH:4][CH:3]=1.[OH-].[Na+]. The catalyst is CO. The product is [I:1][C:2]1[CH:3]=[CH:4][C:5]([O:6][CH2:7][CH2:8][CH2:9][CH2:10][CH2:11][CH2:12][CH2:13][CH2:14][CH2:15][CH2:16][C:17]([OH:19])=[O:18])=[CH:21][CH:22]=1. The yield is 0.980. (9) The reactants are C[O:2][C:3](=[O:44])[C@@H:4]([NH:18][C:19](=[O:43])[C:20]1[CH:25]=[C:24]([Br:26])[CH:23]=[CH:22][C:21]=1[O:27][CH2:28][C:29]1[CH:34]=[CH:33][C:32]([O:35][CH2:36][C:37]2[CH:42]=[CH:41][CH:40]=[CH:39][CH:38]=2)=[CH:31][CH:30]=1)[CH2:5][C:6]1[CH:11]=[CH:10][C:9]([C:12]2[CH:17]=[CH:16][CH:15]=[CH:14][CH:13]=2)=[CH:8][CH:7]=1.[Li+].[OH-]. The catalyst is C1COCC1.CO. The product is [CH2:36]([O:35][C:32]1[CH:31]=[CH:30][C:29]([CH2:28][O:27][C:21]2[CH:22]=[CH:23][C:24]([Br:26])=[CH:25][C:20]=2[C:19]([NH:18][C@@H:4]([CH2:5][C:6]2[CH:11]=[CH:10][C:9]([C:12]3[CH:13]=[CH:14][CH:15]=[CH:16][CH:17]=3)=[CH:8][CH:7]=2)[C:3]([OH:44])=[O:2])=[O:43])=[CH:34][CH:33]=1)[C:37]1[CH:38]=[CH:39][CH:40]=[CH:41][CH:42]=1. The yield is 0.600. (10) The reactants are [CH3:1][S:2][CH2:3][CH2:4][C:5]([OH:7])=O.ClC(OCC(C)C)=O.[NH2:16][C:17]1[CH:22]=[C:21]([C:23]2[C:31]3[C:26](=[CH:27][C:28]([F:32])=[CH:29][CH:30]=3)[N:25]([S:33]([C:36]3[CH:41]=[CH:40][CH:39]=[CH:38][CH:37]=3)(=[O:35])=[O:34])[CH:24]=2)[CH:20]=[CH:19][C:18]=1O. The catalyst is C(Cl)Cl. The product is [F:32][C:28]1[CH:27]=[C:26]2[C:31]([C:23]([C:21]3[CH:20]=[CH:19][C:18]4[O:7][C:5]([CH2:4][CH2:3][S:2][CH3:1])=[N:16][C:17]=4[CH:22]=3)=[CH:24][N:25]2[S:33]([C:36]2[CH:37]=[CH:38][CH:39]=[CH:40][CH:41]=2)(=[O:35])=[O:34])=[CH:30][CH:29]=1. The yield is 0.440.